From a dataset of Forward reaction prediction with 1.9M reactions from USPTO patents (1976-2016). Predict the product of the given reaction. (1) Given the reactants [CH2:1]([N:8]([CH2:14]OC)[CH2:9][Si](C)(C)C)[C:2]1[CH:7]=[CH:6][CH:5]=[CH:4][CH:3]=1.[C:17]1(=[O:23])[CH2:22][CH2:21][CH2:20][CH:19]=[CH:18]1.C(O)(C(F)(F)F)=O, predict the reaction product. The product is: [CH2:1]([N:8]1[CH2:9][CH:22]2[CH:21]([CH2:20][CH2:19][CH2:18][C:17]2=[O:23])[CH2:14]1)[C:2]1[CH:3]=[CH:4][CH:5]=[CH:6][CH:7]=1. (2) The product is: [CH:16]1([NH:19][CH:10]([C:3]2[N:4]([CH3:9])[CH:5]=[CH:6][C:7](=[O:8])[C:2]=2[OH:1])[C:11]([F:14])([F:13])[F:12])[CH2:18][CH2:17]1. Given the reactants [OH:1][C:2]1[C:7](=[O:8])[CH:6]=[CH:5][N:4]([CH3:9])[C:3]=1[CH:10](O)[C:11]([F:14])([F:13])[F:12].[CH:16]1([NH2:19])[CH2:18][CH2:17]1, predict the reaction product.